From a dataset of Reaction yield outcomes from USPTO patents with 853,638 reactions. Predict the reaction yield, written as a fraction of the theoretical maximum amount of product (1.0 means a 100% yield; for example, 0.34 means a 34% yield). (1) The reactants are [C:1]([CH:3]([CH2:9][C:10]([C:12]1[CH:17]=[CH:16][CH:15]=[CH:14][C:13]=1[F:18])=O)[C:4]([O:6][CH2:7][CH3:8])=[O:5])#[N:2].C(OCC)(=O)C.[ClH:25]. No catalyst specified. The product is [Cl:25][C:1]1[NH:2][C:10]([C:12]2[CH:17]=[CH:16][CH:15]=[CH:14][C:13]=2[F:18])=[CH:9][C:3]=1[C:4]([O:6][CH2:7][CH3:8])=[O:5]. The yield is 0.530. (2) The reactants are CC[O-].[Na+].[SH:5][C:6]1[C:11]([C:12]#[N:13])=[C:10]([CH3:14])[CH:9]=[C:8]([C:15]2[CH:20]=[CH:19][C:18]([O:21][CH3:22])=[C:17]([O:23][CH3:24])[CH:16]=2)[N:7]=1.Cl[CH2:26][C:27]([NH2:29])=[O:28].O. The catalyst is C(O)C. The product is [NH2:13][C:12]1[C:11]2[C:6](=[N:7][C:8]([C:15]3[CH:20]=[CH:19][C:18]([O:21][CH3:22])=[C:17]([O:23][CH3:24])[CH:16]=3)=[CH:9][C:10]=2[CH3:14])[S:5][C:26]=1[C:27]([NH2:29])=[O:28]. The yield is 0.940. (3) The reactants are [C:1]([C:4]1[C:17]2[NH:16][C:15]3[C:10](=[CH:11][CH:12]=[CH:13][CH:14]=3)[C:9](=[O:18])[C:8]=2[CH:7]=[CH:6][CH:5]=1)([OH:3])=O.C(N(CC)C(C)C)(C)C.F[P-](F)(F)(F)(F)F.N1(OC(N(C)C)=[N+](C)C)C2C=CC=CC=2N=N1.[NH2:52][CH2:53][CH2:54][CH2:55][CH2:56][CH2:57][C:58]([OH:60])=[O:59].Cl. The catalyst is O.CO.CN(C)C=O. The product is [O:18]=[C:9]1[C:8]2[CH:7]=[CH:6][CH:5]=[C:4]([C:1]([NH:52][CH2:53][CH2:54][CH2:55][CH2:56][CH2:57][C:58]([OH:60])=[O:59])=[O:3])[C:17]=2[NH:16][C:15]2[C:10]1=[CH:11][CH:12]=[CH:13][CH:14]=2. The yield is 0.620. (4) The reactants are C([N:8]1[CH2:13][CH2:12][N:11]2[CH2:14][C@H:15]([CH2:18][O:19][C:20]3[CH:25]=[CH:24][C:23]([F:26])=[CH:22][CH:21]=3)[CH2:16][CH2:17][C@H:10]2[CH2:9]1)(OC(C)(C)C)=O. The catalyst is FC(F)(F)C(O)=O.O. The product is [F:26][C:23]1[CH:22]=[CH:21][C:20]([O:19][CH2:18][C@H:15]2[CH2:14][N:11]3[CH2:12][CH2:13][NH:8][CH2:9][C@@H:10]3[CH2:17][CH2:16]2)=[CH:25][CH:24]=1. The yield is 0.960.